Dataset: Catalyst prediction with 721,799 reactions and 888 catalyst types from USPTO. Task: Predict which catalyst facilitates the given reaction. (1) Reactant: C([O:8][C:9]1[CH:14]=[CH:13][C:12]([C:15]2[N:23]([CH2:24][O:25][CH2:26][CH2:27][Si:28]([CH3:31])([CH3:30])[CH3:29])[C:22]3[C:21](=[O:32])[N:20]([CH2:33][CH2:34][CH3:35])[C:19](Cl)=[N:18][C:17]=3[N:16]=2)=[CH:11][CH:10]=1)C1C=CC=CC=1.O.C([O-])=O.[NH4+]. Product: [OH:8][C:9]1[CH:10]=[CH:11][C:12]([C:15]2[N:23]([CH2:24][O:25][CH2:26][CH2:27][Si:28]([CH3:29])([CH3:31])[CH3:30])[C:22]3[C:21](=[O:32])[N:20]([CH2:33][CH2:34][CH3:35])[CH:19]=[N:18][C:17]=3[N:16]=2)=[CH:13][CH:14]=1. The catalyst class is: 394. (2) Reactant: [F:1][C:2]1[C:11]([OH:12])=[CH:10][CH:9]=[C:8]([F:13])[C:3]=1[C:4]([O:6]C)=[O:5].[CH2:14]([OH:20])[CH2:15][O:16][CH2:17][CH2:18]O.[CH3:21]OC.C1C=CC(P(C2C=CC=CC=2)C2C=CC=CC=2)=CC=1.CC(OC(/N=N/C(OC(C)C)=O)=O)C.[OH-].[Na+]. Product: [F:1][C:2]1[C:11]([O:12][CH2:18][CH2:17][O:16][CH2:15][CH2:14][O:20][CH3:21])=[CH:10][CH:9]=[C:8]([F:13])[C:3]=1[C:4]([OH:6])=[O:5]. The catalyst class is: 20. (3) Reactant: [OH-].[Na+].[CH2:3]([N:5]1[C:13]2[C:8](=[CH:9][C:10]([C:14]([O:16]C)=[O:15])=[CH:11][CH:12]=2)[C:7]([CH3:18])=[N:6]1)[CH3:4]. Product: [CH2:3]([N:5]1[C:13]2[C:8](=[CH:9][C:10]([C:14]([OH:16])=[O:15])=[CH:11][CH:12]=2)[C:7]([CH3:18])=[N:6]1)[CH3:4]. The catalyst class is: 24. (4) Reactant: [CH2:1]([O:8][C:9]1[CH:10]=[C:11]([CH2:16][C:17]([O:19][CH3:20])=[O:18])[CH:12]=[C:13]([OH:15])[CH:14]=1)[C:2]1[CH:7]=[CH:6][CH:5]=[CH:4][CH:3]=1.C(=O)([O-])[O-].[K+].[K+].[F:27][C:28]([F:32])([F:31])[CH2:29]I.O. Product: [CH3:20][O:19][C:17](=[O:18])[CH2:16][C:11]1[CH:12]=[C:13]([O:15][CH2:29][C:28]([F:32])([F:31])[F:27])[CH:14]=[C:9]([O:8][CH2:1][C:2]2[CH:3]=[CH:4][CH:5]=[CH:6][CH:7]=2)[CH:10]=1. The catalyst class is: 3. (5) Reactant: [CH3:1][O:2][C:3]1[CH:8]=[CH:7][C:6]([N:9]2[CH:13]=[CH:12][C:11](CO)=[N:10]2)=[CH:5][C:4]=1B1OC(C)(C)C(C)(C)O1.Cl[C:26]1[N:31]=[N:30][C:29]([N:32]([CH3:43])[CH:33]2[CH2:38][C:37]([CH3:40])([CH3:39])[NH:36][C:35]([CH3:42])([CH3:41])[CH2:34]2)=[CH:28][CH:27]=1.P([O-])([O-])([O-])=O.[K+].[K+].[K+].[CH3:52][O:53]C1C=CC=C(OC)C=1C1C=CC=CC=1P(C1CCCCC1)C1CCCCC1. Product: [CH3:1][O:2][C:3]1[CH:8]=[CH:7][C:6]([N:9]2[CH:13]=[C:12]([CH2:52][OH:53])[CH:11]=[N:10]2)=[CH:5][C:4]=1[C:26]1[N:31]=[N:30][C:29]([N:32]([CH3:43])[CH:33]2[CH2:38][C:37]([CH3:40])([CH3:39])[NH:36][C:35]([CH3:42])([CH3:41])[CH2:34]2)=[CH:28][CH:27]=1. The catalyst class is: 552. (6) Reactant: C([N:8]1[CH2:12][CH2:11][C:10]([C:17]2[CH:22]=[C:21]([CH3:23])[CH:20]=[C:19]([Cl:24])[CH:18]=2)([C:13]([F:16])([F:15])[F:14])[CH2:9]1)C1C=CC=CC=1.ClC(OC(Cl)C)=O. Product: [Cl:24][C:19]1[CH:18]=[C:17]([C:10]2([C:13]([F:16])([F:14])[F:15])[CH2:11][CH2:12][NH:8][CH2:9]2)[CH:22]=[C:21]([CH3:23])[CH:20]=1. The catalyst class is: 4.